From a dataset of Catalyst prediction with 721,799 reactions and 888 catalyst types from USPTO. Predict which catalyst facilitates the given reaction. Reactant: [F:1][C:2]1[CH:10]=[CH:9][CH:8]=[C:7]2[C:3]=1[C:4](=[O:12])O[C:6]2=[O:11].[NH2:13][C@H:14]([C:20]([OH:22])=[O:21])[CH2:15][CH2:16][C:17](=[O:19])[NH2:18]. Product: [NH2:18][C:17](=[O:19])[CH2:16][CH2:15][CH:14]([N:13]1[C:4](=[O:12])[C:3]2[C:7](=[CH:8][CH:9]=[CH:10][C:2]=2[F:1])[C:6]1=[O:11])[C:20]([OH:22])=[O:21]. The catalyst class is: 3.